From a dataset of Peptide-MHC class I binding affinity with 185,985 pairs from IEDB/IMGT. Regression. Given a peptide amino acid sequence and an MHC pseudo amino acid sequence, predict their binding affinity value. This is MHC class I binding data. The peptide sequence is PTWFGISFR. The MHC is HLA-A03:01 with pseudo-sequence HLA-A03:01. The binding affinity (normalized) is 0.0847.